From a dataset of Peptide-MHC class II binding affinity with 134,281 pairs from IEDB. Regression. Given a peptide amino acid sequence and an MHC pseudo amino acid sequence, predict their binding affinity value. This is MHC class II binding data. The peptide sequence is FLCLFLLPSLATVAY. The MHC is DRB1_1101 with pseudo-sequence DRB1_1101. The binding affinity (normalized) is 0.585.